Dataset: Catalyst prediction with 721,799 reactions and 888 catalyst types from USPTO. Task: Predict which catalyst facilitates the given reaction. Reactant: Cl.[Br:2][C:3]1[CH:8]=[CH:7][CH:6]=[C:5]([Cl:9])[C:4]=1[NH:10][NH2:11].C(Cl)Cl.[OH-].[Na+].C(O[CH:20]=[C:21]([C:24]#[N:25])[C:22]#[N:23])C. Product: [NH2:25][C:24]1[N:10]([C:4]2[C:5]([Cl:9])=[CH:6][CH:7]=[CH:8][C:3]=2[Br:2])[N:11]=[CH:20][C:21]=1[C:22]#[N:23]. The catalyst class is: 5.